Dataset: TCR-epitope binding with 47,182 pairs between 192 epitopes and 23,139 TCRs. Task: Binary Classification. Given a T-cell receptor sequence (or CDR3 region) and an epitope sequence, predict whether binding occurs between them. (1) The epitope is HPVGEADYFEY. The TCR CDR3 sequence is CSVPGEASLDPNTEAFF. Result: 0 (the TCR does not bind to the epitope). (2) The epitope is FLLNKEMYL. The TCR CDR3 sequence is CASGAPSYEQYF. Result: 0 (the TCR does not bind to the epitope). (3) The epitope is HTDFSSEIIGY. The TCR CDR3 sequence is CASSLLDEQYF. Result: 0 (the TCR does not bind to the epitope). (4) The epitope is WICLLQFAY. The TCR CDR3 sequence is CASTGGYGYTF. Result: 0 (the TCR does not bind to the epitope). (5) The epitope is YLQPRTFLL. The TCR CDR3 sequence is CASNHANTGELFF. Result: 1 (the TCR binds to the epitope). (6) The epitope is NLVPMVATV. The TCR CDR3 sequence is CASSDPGDYGYTF. Result: 1 (the TCR binds to the epitope).